This data is from Full USPTO retrosynthesis dataset with 1.9M reactions from patents (1976-2016). The task is: Predict the reactants needed to synthesize the given product. (1) The reactants are: [OH:1][C:2]1[CH:11]=[C:10]2[C:5]([C:6](=[O:12])[CH2:7][CH2:8][O:9]2)=[CH:4][CH:3]=1.Cl[CH2:14][C:15]1[CH:16]=[N:17][N:18]([C:20]2[CH:25]=[CH:24][CH:23]=[CH:22][CH:21]=2)[CH:19]=1.C(=O)([O-])[O-].[K+].[K+].[I-].[K+]. Given the product [C:20]1([N:18]2[CH:19]=[C:15]([CH2:14][O:1][C:2]3[CH:11]=[C:10]4[C:5]([C:6](=[O:12])[CH2:7][CH2:8][O:9]4)=[CH:4][CH:3]=3)[CH:16]=[N:17]2)[CH:25]=[CH:24][CH:23]=[CH:22][CH:21]=1, predict the reactants needed to synthesize it. (2) Given the product [CH2:41]([O:40][C:38]([N:19]1[C:20]2[C:25](=[CH:24][CH:23]=[CH:22][CH:21]=2)[CH2:26][CH:17]([CH2:16][O:15][C:9]2[CH:10]=[CH:11][C:12]([CH3:14])=[CH:13][C:8]=2[NH:7][C:6]([O:5][C:1]([CH3:4])([CH3:2])[CH3:3])=[O:27])[CH2:18]1)=[O:39])[C:42]1[CH:47]=[CH:46][CH:45]=[CH:44][CH:43]=1, predict the reactants needed to synthesize it. The reactants are: [C:1]([O:5][C:6](=[O:27])[NH:7][C:8]1[CH:13]=[C:12]([CH3:14])[CH:11]=[CH:10][C:9]=1[O:15][CH2:16][CH:17]1[CH2:26][C:25]2[C:20](=[CH:21][CH:22]=[CH:23][CH:24]=2)[NH:19][CH2:18]1)([CH3:4])([CH3:3])[CH3:2].CCN(C(C)C)C(C)C.Cl[C:38]([O:40][CH2:41][C:42]1[CH:47]=[CH:46][CH:45]=[CH:44][CH:43]=1)=[O:39]. (3) The reactants are: [CH2:1]([O:3][C:4]([C:6]1[CH:10]=[C:9]([CH:11]2[CH2:16][CH2:15][O:14][CH2:13][CH2:12]2)[S:8][C:7]=1N)=[O:5])[CH3:2].N(OC(C)(C)C)=O.[Cl-].[NH4+]. Given the product [CH2:1]([O:3][C:4]([C:6]1[CH:10]=[C:9]([CH:11]2[CH2:16][CH2:15][O:14][CH2:13][CH2:12]2)[S:8][CH:7]=1)=[O:5])[CH3:2], predict the reactants needed to synthesize it. (4) Given the product [CH3:1][O:2][C:3]1[C:4]([C:5]([N:44]2[CH2:45][CH2:46][CH:41]([N:36]3[CH2:40][CH2:39][CH2:38][CH2:37]3)[CH2:42][CH2:43]2)=[O:6])=[C:8]([CH3:22])[CH:9]=[C:10]([C:12]2[CH:17]=[CH:16][CH:15]=[C:14]([C:18]([F:21])([F:19])[F:20])[CH:13]=2)[N:11]=1, predict the reactants needed to synthesize it. The reactants are: [CH3:1][O:2][C:3]1[N:11]=[C:10]([C:12]2[CH:17]=[CH:16][CH:15]=[C:14]([C:18]([F:21])([F:20])[F:19])[CH:13]=2)[CH:9]=[C:8]([CH3:22])[C:4]=1[C:5](O)=[O:6].C(Cl)(=O)C(Cl)=O.CCN(CC)CC.[N:36]1([CH:41]2[CH2:46][CH2:45][NH:44][CH2:43][CH2:42]2)[CH2:40][CH2:39][CH2:38][CH2:37]1. (5) Given the product [OH:9][CH2:10][C:12]1[C:21]2[C:16](=[CH:17][CH:18]=[C:19]([O:22][CH3:23])[CH:20]=2)[N:15]=[CH:14][CH:13]=1, predict the reactants needed to synthesize it. The reactants are: [H-].[H-].[H-].[H-].[Li+].[Al+3].C([O:9][C:10]([C:12]1[C:21]2[C:16](=[CH:17][CH:18]=[C:19]([O:22][CH3:23])[CH:20]=2)[N:15]=[CH:14][CH:13]=1)=O)C.O.C(OCC)(=O)C.